From a dataset of Full USPTO retrosynthesis dataset with 1.9M reactions from patents (1976-2016). Predict the reactants needed to synthesize the given product. (1) Given the product [Br:15][C:4]1[CH:3]=[C:2]([Cl:1])[N:7]=[N:6][C:5]=1[NH2:8], predict the reactants needed to synthesize it. The reactants are: [Cl:1][C:2]1[N:7]=[N:6][C:5]([NH2:8])=[CH:4][CH:3]=1.C(=O)([O-])[O-].[Na+].[Na+].[Br:15]Br. (2) Given the product [CH3:34][C:30]1([CH3:35])[CH2:29][NH:28][C:27](=[O:36])[C:26]2[S:25][C:24]([O:1][C:2]3[CH:3]=[C:4]([CH:14]=[C:15]([O:17][C@@H:18]([CH3:22])[CH2:19][O:20][CH3:21])[CH:16]=3)[C:5]([NH:7][C:8]3[CH:12]=[CH:11][N:10]([CH3:13])[N:9]=3)=[O:6])=[N:33][C:32]=2[CH2:31]1, predict the reactants needed to synthesize it. The reactants are: [OH:1][C:2]1[CH:3]=[C:4]([CH:14]=[C:15]([O:17][C@@H:18]([CH3:22])[CH2:19][O:20][CH3:21])[CH:16]=1)[C:5]([NH:7][C:8]1[CH:12]=[CH:11][N:10]([CH3:13])[N:9]=1)=[O:6].Cl[C:24]1[S:25][C:26]2[C:27](=[O:36])[NH:28][CH2:29][C:30]([CH3:35])([CH3:34])[CH2:31][C:32]=2[N:33]=1.C(=O)([O-])[O-].[K+].[K+]. (3) Given the product [CH3:19][O:18][NH:23][C:9]([C:8]1[CH:7]=[C:6]([CH:14]=[CH:13][CH:12]=1)[CH:2]=[O:3])=[O:11], predict the reactants needed to synthesize it. The reactants are: O1CC[O:3][CH:2]1[C:6]1[CH:7]=[C:8]([CH:12]=[CH:13][CH:14]=1)[C:9]([OH:11])=O.ClC([O:18][CH2:19]C)=O.C([N:23](CC)CC)C. (4) Given the product [C:1]([O:5][C:6]([N:8]1[CH2:31][CH2:30][N:11]2[C:12](=[O:29])[C:13]3[C:18]([C@@H:10]2[CH2:9]1)=[CH:17][C:16]([C:19]#[CH:20])=[CH:15][C:14]=3[C:25]([F:27])([F:28])[F:26])=[O:7])([CH3:4])([CH3:2])[CH3:3], predict the reactants needed to synthesize it. The reactants are: [C:1]([O:5][C:6]([N:8]1[CH2:31][CH2:30][N:11]2[C:12](=[O:29])[C:13]3[C:18]([C@@H:10]2[CH2:9]1)=[CH:17][C:16]([C:19]#[C:20][Si](C)(C)C)=[CH:15][C:14]=3[C:25]([F:28])([F:27])[F:26])=[O:7])([CH3:4])([CH3:3])[CH3:2].C([Sn](CCCC)(CCCC)C1OC=CC=1)CCC.C(=O)([O-])[O-].[K+].[K+].